Dataset: Forward reaction prediction with 1.9M reactions from USPTO patents (1976-2016). Task: Predict the product of the given reaction. (1) Given the reactants [NH2:1][C@@H:2]([C:6]([OH:8])=[O:7])[C@@H:3]([CH3:5])[OH:4].C([O-])([O-])=O.[K+].[K+].[Cl:15][C:16]1[CH:23]=[C:22](F)[CH:21]=[CH:20][C:17]=1[C:18]#[N:19], predict the reaction product. The product is: [Cl:15][C:16]1[CH:23]=[C:22]([NH:1][C@H:2]([C@H:3]([OH:4])[CH3:5])[C:6]([OH:8])=[O:7])[CH:21]=[CH:20][C:17]=1[C:18]#[N:19]. (2) Given the reactants O[C@@H:2]([C:5]1[CH:6]=[C:7]([CH:17]=[CH:18][CH:19]=1)[O:8][CH2:9][C:10]([O:12][C:13]([CH3:16])([CH3:15])[CH3:14])=[O:11])[CH2:3][OH:4].CC(C)(C)C([O-])([O-])[O-].Cl[Si](C)(C)C.C(=O)([O-])[O-].[K+].[K+].[Cl-].[NH4+], predict the reaction product. The product is: [O:4]1[CH2:3][C@@H:2]1[C:5]1[CH:6]=[C:7]([CH:17]=[CH:18][CH:19]=1)[O:8][CH2:9][C:10]([O:12][C:13]([CH3:16])([CH3:15])[CH3:14])=[O:11]. (3) Given the reactants [CH3:1][CH:2]1[CH2:4][CH:3]1[C:5]([OH:7])=O.O1CCCC1.C(Cl)(=O)C(Cl)=O.Cl.[NH2:20][C:21]1[N:22]=[C:23]2[CH:28]=[CH:27][C:26]([O:29][C:30]3[CH:31]=[CH:32][C:33]([CH3:46])=[C:34]([NH:36][C:37]([C:39]4[N:43]([CH3:44])[N:42]=[C:41]([CH3:45])[CH:40]=4)=[O:38])[CH:35]=3)=[N:25][N:24]2[CH:47]=1, predict the reaction product. The product is: [CH3:44][N:43]1[C:39]([C:37]([NH:36][C:34]2[CH:35]=[C:30]([O:29][C:26]3[CH:27]=[CH:28][C:23]4[N:24]([CH:47]=[C:21]([NH:20][C:5]([CH:3]5[CH2:4][CH:2]5[CH3:1])=[O:7])[N:22]=4)[N:25]=3)[CH:31]=[CH:32][C:33]=2[CH3:46])=[O:38])=[CH:40][C:41]([CH3:45])=[N:42]1. (4) Given the reactants C(OC(NC(C)(C)C(N[C@H](CC1C2C(=CC=CC=2)NC=1)C(NC1N=C([CH:22]([C:28]2[CH:37]=[CH:36][C:35]3[C:30](=[CH:31][CH:32]=[CH:33][CH:34]=3)[CH:29]=2)[C:23]([O:25]CC)=[O:24])NC=1)=O)=O)=O)(C)(C)C.[OH-].[Li+].O1CCOCC1, predict the reaction product. The product is: [CH:29]1[C:30]2[C:35](=[CH:34][CH:33]=[CH:32][CH:31]=2)[CH:36]=[CH:37][C:28]=1[CH2:22][C:23]([OH:25])=[O:24]. (5) Given the reactants [C:1]([O:4][CH:5]1[CH:10]=[CH:9][CH:8](O[Si](C(C)(C)C)(C)C)[O:7][CH2:6]1)(=[O:3])[CH3:2].C(=O)=O.CC(C)=O.C([SiH](CC)CC)C.B(F)(F)F.CCOCC, predict the reaction product. The product is: [C:1]([O:4][CH:5]1[CH:10]=[CH:9][CH2:8][O:7][CH2:6]1)(=[O:3])[CH3:2]. (6) Given the reactants CS(C1C=CC(C(O)=O)=CC=1)(=O)=O.O[C:15]1[C:23]2[N:22]=NN[C:19]=2C=CC=1.[Cl:24][C:25]1[CH:30]=[CH:29][C:28]([CH:31]([C:49]2[CH:54]=[CH:53][C:52]([Cl:55])=[CH:51][CH:50]=2)[N:32]2[CH2:35][CH:34]([NH:36]C(=O)C3C=CC(S(C)(=O)=O)=CC=3)[CH2:33]2)=[CH:27][CH:26]=1, predict the reaction product. The product is: [CH:31]([N:32]=[C:33]=[N:22][CH:23]([CH3:19])[CH3:15])([CH3:49])[CH3:28].[Cl:24][C:25]1[CH:30]=[CH:29][C:28]([CH:31]([C:49]2[CH:54]=[CH:53][C:52]([Cl:55])=[CH:51][CH:50]=2)[N:32]2[CH2:33][CH:34]([NH2:36])[CH2:35]2)=[CH:27][CH:26]=1. (7) The product is: [Cl:1][C:2]1[C:3]([CH2:12][N:13]2[C:17]3[CH:18]=[C:19]([O:23][CH2:24][CH2:25][CH2:26][C:27]([OH:29])=[O:28])[CH:20]=[C:21]([CH3:22])[C:16]=3[N:15]=[C:14]2[O:32][CH2:33][CH3:34])=[N:4][CH:5]=[C:6]([C:8]([F:9])([F:10])[F:11])[CH:7]=1. Given the reactants [Cl:1][C:2]1[C:3]([CH2:12][N:13]2[C:17]3[CH:18]=[C:19]([O:23][CH2:24][CH2:25][CH2:26][C:27]([O:29]CC)=[O:28])[CH:20]=[C:21]([CH3:22])[C:16]=3[N:15]=[C:14]2[O:32][CH2:33][CH3:34])=[N:4][CH:5]=[C:6]([C:8]([F:11])([F:10])[F:9])[CH:7]=1.[OH-].[Na+].Cl, predict the reaction product. (8) Given the reactants Cl[C:2]1[CH:7]=[CH:6][N:5]=[CH:4][C:3]=1[N+:8]([O-:10])=[O:9].C(=O)([O-])[O-].[K+].[K+].[CH3:17][CH:18]([SH:20])[CH3:19].CCCCCC.CCOC(C)=O, predict the reaction product. The product is: [N+:8]([C:3]1[CH:4]=[N:5][CH:6]=[CH:7][C:2]=1[S:20][CH:18]([CH3:19])[CH3:17])([O-:10])=[O:9]. (9) Given the reactants Br[C:2]1[CH:7]=[N:6][C:5]2[N:8]([CH2:11][O:12][CH2:13][CH2:14][Si:15]([CH3:18])([CH3:17])[CH3:16])[CH:9]=[CH:10][C:4]=2[C:3]=1[NH:19][CH:20]1[CH2:25][CH2:24][CH2:23][CH2:22][CH2:21]1.C([Sn](CCCC)(CCCC)[C:31]([O:33]CC)=[CH2:32])CCC.Cl.[F-].[K+], predict the reaction product. The product is: [CH:20]1([NH:19][C:3]2[C:2]([C:31](=[O:33])[CH3:32])=[CH:7][N:6]=[C:5]3[N:8]([CH2:11][O:12][CH2:13][CH2:14][Si:15]([CH3:18])([CH3:17])[CH3:16])[CH:9]=[CH:10][C:4]=23)[CH2:25][CH2:24][CH2:23][CH2:22][CH2:21]1.